Task: Predict the reactants needed to synthesize the given product.. Dataset: Full USPTO retrosynthesis dataset with 1.9M reactions from patents (1976-2016) Given the product [Br:1][C:2]1[CH:3]=[C:4]([CH:8]=[CH:9][CH:10]=1)[CH2:5][N:6]([CH3:7])[C:20](=[O:22])[CH3:21], predict the reactants needed to synthesize it. The reactants are: [Br:1][C:2]1[CH:3]=[C:4]([CH:8]=[CH:9][CH:10]=1)[CH2:5][NH:6][CH3:7].CCN(C(C)C)C(C)C.[C:20](Cl)(=[O:22])[CH3:21].